Dataset: Reaction yield outcomes from USPTO patents with 853,638 reactions. Task: Predict the reaction yield, written as a fraction of the theoretical maximum amount of product (1.0 means a 100% yield; for example, 0.34 means a 34% yield). (1) The reactants are [ClH:1].[CH2:2]([O:9][C:10]1[CH:19]=[C:18]2[C:13]([C:14]([NH:20][C:21]3[CH:26]=[C:25]([O:27]C(OC)=O)[C:24]([CH3:32])=[CH:23][C:22]=3[F:33])=[N:15][CH:16]=[N:17]2)=[CH:12][C:11]=1[O:34][CH3:35])[C:3]1[CH:8]=[CH:7][CH:6]=[CH:5][CH:4]=1.[OH-].[Na+].O.Cl. The catalyst is CO. The product is [ClH:1].[CH2:2]([O:9][C:10]1[CH:19]=[C:18]2[C:13]([C:14]([NH:20][C:21]3[CH:26]=[C:25]([OH:27])[C:24]([CH3:32])=[CH:23][C:22]=3[F:33])=[N:15][CH:16]=[N:17]2)=[CH:12][C:11]=1[O:34][CH3:35])[C:3]1[CH:8]=[CH:7][CH:6]=[CH:5][CH:4]=1. The yield is 0.800. (2) The yield is 0.444. The product is [CH3:2][N:3]1[C:11]2[C:6](=[N:7][C:8]([C@@H:18]([NH:20][C:22]3[N:30]=[C:29]([NH2:31])[N:28]=[C:27]4[C:23]=3[N:24]=[CH:25][NH:26]4)[CH3:19])=[C:9]([C:12]3[N:16]([CH3:17])[N:15]=[CH:14][CH:13]=3)[CH:10]=2)[CH:5]=[CH:4]1. The reactants are Cl.[CH3:2][N:3]1[C:11]2[C:6](=[N:7][C:8]([C@@H:18]([NH2:20])[CH3:19])=[C:9]([C:12]3[N:16]([CH3:17])[N:15]=[CH:14][CH:13]=3)[CH:10]=2)[CH:5]=[CH:4]1.Cl[C:22]1[N:30]=[C:29]([NH2:31])[N:28]=[C:27]2[C:23]=1[N:24]=[CH:25][NH:26]2.C(N(C(C)C)C(C)C)C. The catalyst is C(#N)C. (3) The reactants are O.[OH-].[Li+].[Cl:4][CH2:5][CH2:6][CH2:7][O:8][C:9]1[CH:14]=[CH:13][C:12]([C:15]2[O:16][CH:17]=[C:18]([CH2:20][C:21]([O:23]C)=[O:22])[N:19]=2)=[CH:11][CH:10]=1. The catalyst is O.O1CCCC1. The product is [Cl:4][CH2:5][CH2:6][CH2:7][O:8][C:9]1[CH:14]=[CH:13][C:12]([C:15]2[O:16][CH:17]=[C:18]([CH2:20][C:21]([OH:23])=[O:22])[N:19]=2)=[CH:11][CH:10]=1. The yield is 0.810. (4) The reactants are Br[C:2]1[N:7]2[N:8]=[C:9]([NH2:11])[N:10]=[C:6]2[CH:5]=[CH:4][CH:3]=1.[CH3:12][S:13]([NH:16][C:17]1[CH:22]=[CH:21][C:20](B(O)O)=[CH:19][CH:18]=1)(=[O:15])=[O:14]. No catalyst specified. The product is [NH2:11][C:9]1[N:10]=[C:6]2[CH:5]=[CH:4][CH:3]=[C:2]([C:20]3[CH:19]=[CH:18][C:17]([NH:16][S:13]([CH3:12])(=[O:14])=[O:15])=[CH:22][CH:21]=3)[N:7]2[N:8]=1. The yield is 0.150.